From a dataset of Peptide-MHC class II binding affinity with 134,281 pairs from IEDB. Regression. Given a peptide amino acid sequence and an MHC pseudo amino acid sequence, predict their binding affinity value. This is MHC class II binding data. The peptide sequence is SEMFMPRSIGGPVSS. The MHC is DRB3_0101 with pseudo-sequence DRB3_0101. The binding affinity (normalized) is 0.